This data is from Catalyst prediction with 721,799 reactions and 888 catalyst types from USPTO. The task is: Predict which catalyst facilitates the given reaction. (1) Reactant: C([O:5][C:6](=[O:34])[C:7]([CH3:33])([S:9][C:10]1[S:11][CH:12]=[C:13]([CH2:15][CH2:16][O:17][C:18]2[CH:19]=[N:20][N:21]([C:23]3[CH:28]=[CH:27][CH:26]=[C:25]([C:29]([F:32])([F:31])[F:30])[CH:24]=3)[CH:22]=2)[N:14]=1)[CH3:8])(C)(C)C.FC(F)(F)C(O)=O. Product: [CH3:33][C:7]([S:9][C:10]1[S:11][CH:12]=[C:13]([CH2:15][CH2:16][O:17][C:18]2[CH:19]=[N:20][N:21]([C:23]3[CH:28]=[CH:27][CH:26]=[C:25]([C:29]([F:32])([F:30])[F:31])[CH:24]=3)[CH:22]=2)[N:14]=1)([CH3:8])[C:6]([OH:34])=[O:5]. The catalyst class is: 4. (2) Reactant: C(=O)([O-])[O-].[K+].[K+].Cl[C:8]([O:10][CH2:11][C:12]1[CH:17]=[CH:16][CH:15]=[CH:14][CH:13]=1)=[O:9].[NH2:18][CH:19]([CH2:22][C:23]([F:26])([F:25])[F:24])[CH2:20][OH:21]. Product: [F:24][C:23]([F:26])([F:25])[CH2:22][CH:19]([NH:18][C:8](=[O:9])[O:10][CH2:11][C:12]1[CH:17]=[CH:16][CH:15]=[CH:14][CH:13]=1)[CH2:20][OH:21]. The catalyst class is: 12.